This data is from Forward reaction prediction with 1.9M reactions from USPTO patents (1976-2016). The task is: Predict the product of the given reaction. (1) Given the reactants [CH3:1][N:2]1[C:6]([C:7]2[S:8][C:9]([N+:12]([O-])=O)=[CH:10][N:11]=2)=[CH:5][C:4]([C:15]([F:18])([F:17])[F:16])=[N:3]1, predict the reaction product. The product is: [NH2:12][C:9]1[S:8][C:7]([C:6]2[N:2]([CH3:1])[N:3]=[C:4]([C:15]([F:18])([F:17])[F:16])[CH:5]=2)=[N:11][CH:10]=1. (2) Given the reactants Cl[C:2]1[N:7]=[C:6](Cl)[C:5]([F:9])=[CH:4][N:3]=1.[C:10]([C:12]1[CH:13]=[C:14]([CH:16]=[CH:17][C:18]=1[OH:19])[NH2:15])#[N:11], predict the reaction product. The product is: [OH:19][C:18]1[CH:17]=[CH:16][C:14]([NH:15][C:2]2[N:7]=[C:6]([NH:15][C:14]3[CH:16]=[CH:17][C:18]([OH:19])=[C:12]([C:10]#[N:11])[CH:13]=3)[C:5]([F:9])=[CH:4][N:3]=2)=[CH:13][C:12]=1[C:10]#[N:11]. (3) Given the reactants [CH2:1]([O:8][C:9]1[CH:18]=[C:17]2[C:12]([C:13](Cl)=[N:14][CH:15]=[N:16]2)=[CH:11][C:10]=1[F:20])[C:2]1[CH:7]=[CH:6][CH:5]=[CH:4][CH:3]=1.[NH2:21][C:22]1[CH:26]=[C:25]([CH2:27][C:28]([NH:30][C:31]2[CH:36]=[CH:35][CH:34]=[C:33]([F:37])[CH:32]=2)=[O:29])[NH:24][N:23]=1, predict the reaction product. The product is: [CH2:1]([O:8][C:9]1[CH:18]=[C:17]2[C:12]([C:13]([NH:21][C:22]3[CH:26]=[C:25]([CH2:27][C:28]([NH:30][C:31]4[CH:36]=[CH:35][CH:34]=[C:33]([F:37])[CH:32]=4)=[O:29])[NH:24][N:23]=3)=[N:14][CH:15]=[N:16]2)=[CH:11][C:10]=1[F:20])[C:2]1[CH:7]=[CH:6][CH:5]=[CH:4][CH:3]=1. (4) Given the reactants [F:1][C:2]([F:23])([F:22])[C:3]1[CH:17]=[C:16]([C:18]([F:21])([F:20])[F:19])[CH:15]=[CH:14][C:4]=1[CH2:5][N:6]1[CH2:11][CH2:10][CH:9]([CH:12]=O)[CH2:8][CH2:7]1.[CH2:24]([N:26]([CH2:38][CH3:39])[CH2:27][C:28]#[C:29][CH2:30][NH:31][C:32]1[CH2:36][S:35][C:34](=[O:37])[N:33]=1)[CH3:25].C([O-])(=O)C.[NH2+]1CCCCC1, predict the reaction product. The product is: [F:23][C:2]([F:1])([F:22])[C:3]1[CH:17]=[C:16]([C:18]([F:21])([F:20])[F:19])[CH:15]=[CH:14][C:4]=1[CH2:5][N:6]1[CH2:11][CH2:10][CH:9](/[CH:12]=[C:36]2/[C:32]([NH:31][CH2:30][C:29]#[C:28][CH2:27][N:26]([CH2:24][CH3:25])[CH2:38][CH3:39])=[N:33][C:34](=[O:37])[S:35]/2)[CH2:8][CH2:7]1. (5) Given the reactants [C:1]([O:5][C:6]([NH:8][C:9]1[CH:14]=[CH:13][C:12]([CH:15]([N:19]([CH:21]([CH3:23])[CH3:22])[CH3:20])[C:16]([OH:18])=[O:17])=[CH:11][CH:10]=1)=[O:7])([CH3:4])([CH3:3])[CH3:2].ON1[C:29]2N=CC=C[C:28]=2N=N1.Cl.N=C=N.C(O)C, predict the reaction product. The product is: [C:1]([O:5][C:6]([NH:8][C:9]1[CH:14]=[CH:13][C:12]([CH:15]([N:19]([CH:21]([CH3:23])[CH3:22])[CH3:20])[C:16]([O:18][CH2:28][CH3:29])=[O:17])=[CH:11][CH:10]=1)=[O:7])([CH3:4])([CH3:3])[CH3:2]. (6) Given the reactants C([O:3][C:4](=[O:33])[C:5]1[CH:10]=[CH:9][CH:8]=[C:7]([N:11]2[C:15]([CH3:16])=[CH:14][CH:13]=[C:12]2[C:17]2[CH:22]=[CH:21][CH:20]=[CH:19][C:18]=2[O:23][CH2:24][C:25]2[CH:30]=[CH:29][C:28]([F:31])=[CH:27][C:26]=2[Cl:32])[CH:6]=1)C.[OH-].[Na+], predict the reaction product. The product is: [Cl:32][C:26]1[CH:27]=[C:28]([F:31])[CH:29]=[CH:30][C:25]=1[CH2:24][O:23][C:18]1[CH:19]=[CH:20][CH:21]=[CH:22][C:17]=1[C:12]1[N:11]([C:7]2[CH:6]=[C:5]([CH:10]=[CH:9][CH:8]=2)[C:4]([OH:33])=[O:3])[C:15]([CH3:16])=[CH:14][CH:13]=1. (7) Given the reactants C[O:2][C:3]([C:5]1([C:15]([CH3:18])([CH3:17])[CH3:16])[CH2:9][C:8]2[CH:10]=[C:11]([OH:14])[CH:12]=[CH:13][C:7]=2[O:6]1)=[O:4].[Cl:19][C:20]1[CH:25]=[C:24]([O:26][C:27]([F:30])([F:29])[F:28])[CH:23]=[CH:22][C:21]=1[O:31][CH2:32][CH2:33]I, predict the reaction product. The product is: [C:15]([C@@:5]1([C:3]([OH:2])=[O:4])[CH2:9][C:8]2[CH:10]=[C:11]([O:14][CH2:33][CH2:32][O:31][C:21]3[CH:22]=[CH:23][C:24]([O:26][C:27]([F:28])([F:29])[F:30])=[CH:25][C:20]=3[Cl:19])[CH:12]=[CH:13][C:7]=2[O:6]1)([CH3:18])([CH3:17])[CH3:16]. (8) The product is: [CH:30]1([CH2:29][C@H:23]([NH:22][C:12]([C:10]2[CH:9]=[CH:8][C:7]([N:15]3[CH2:18][C:17]([F:20])([F:19])[CH2:16]3)=[C:6]([O:5][CH2:4][CH:1]3[CH2:2][CH2:3]3)[N:11]=2)=[O:14])[C:24](=[O:25])[N:26]([CH3:27])[CH3:28])[CH2:32][CH2:31]1. Given the reactants [CH:1]1([CH2:4][O:5][C:6]2[N:11]=[C:10]([C:12]([OH:14])=O)[CH:9]=[CH:8][C:7]=2[N:15]2[CH2:18][C:17]([F:20])([F:19])[CH2:16]2)[CH2:3][CH2:2]1.Cl.[NH2:22][C@@H:23]([CH2:29][CH:30]1[CH2:32][CH2:31]1)[C:24]([N:26]([CH3:28])[CH3:27])=[O:25], predict the reaction product. (9) The product is: [CH3:1][C:2]1[S:6][C:5]([C:7]2[C:11]3[CH:12]=[C:13]([N+:21]([O-:23])=[O:22])[CH:14]=[CH:15][C:10]=3[S:9][N:8]=2)=[N:4][N:3]=1. Given the reactants [CH3:1][C:2]1[S:6][C:5]([C:7]2[C:11]3[CH:12]=[CH:13][CH:14]=[CH:15][C:10]=3[S:9][N:8]=2)=[N:4][N:3]=1.S(=O)(=O)(O)O.[N+:21]([O-])([OH:23])=[O:22], predict the reaction product.